From a dataset of Forward reaction prediction with 1.9M reactions from USPTO patents (1976-2016). Predict the product of the given reaction. (1) The product is: [C:1]([N:24]1[CH2:23][CH2:22][CH:21]([O:20][C:18]2[CH:17]=[C:16]([O:27][CH3:28])[CH:15]=[C:14]3[C:19]=2[C:10]([NH:9][C:8]2[CH:29]=[CH:30][C:31]([F:32])=[C:6]([Cl:5])[CH:7]=2)=[N:11][CH:12]=[N:13]3)[CH2:26][CH2:25]1)(=[O:3])[CH3:2]. Given the reactants [C:1](Cl)(=[O:3])[CH3:2].[Cl:5][C:6]1[CH:7]=[C:8]([CH:29]=[CH:30][C:31]=1[F:32])[NH:9][C:10]1[C:19]2[C:14](=[CH:15][C:16]([O:27][CH3:28])=[CH:17][C:18]=2[O:20][CH:21]2[CH2:26][CH2:25][NH:24][CH2:23][CH2:22]2)[N:13]=[CH:12][N:11]=1, predict the reaction product. (2) The product is: [CH3:8][C:9]1[S:10][C:11]2[C:17](=[O:18])[CH:7]([CH:6]=[O:5])[CH2:15][CH2:14][C:12]=2[N:13]=1. Given the reactants [H-].[Na+].C([O:5][CH2:6][CH3:7])=O.[CH3:8][C:9]1[S:10][C:11]2[C:17](=[O:18])C[CH2:15][CH2:14][C:12]=2[N:13]=1.Cl, predict the reaction product. (3) Given the reactants [CH:1]([C@H:4]1[CH2:9][CH2:8][C@H:7]([NH:10][C:11]2[C:20]3[C:15](=[CH:16][CH:17]=[CH:18][CH:19]=3)[C:14]([CH2:21][C:22]3[CH:27]=[CH:26][N:25]=[C:24]([O:28]C)[CH:23]=3)=[N:13][N:12]=2)[CH2:6][CH2:5]1)([CH3:3])[CH3:2].C([O-])(O)=O.[Na+].O.CCOC(C)=O, predict the reaction product. The product is: [CH:1]([C@H:4]1[CH2:5][CH2:6][C@H:7]([NH:10][C:11]2[C:20]3[C:15](=[CH:16][CH:17]=[CH:18][CH:19]=3)[C:14]([CH2:21][C:22]3[CH:27]=[CH:26][N:25]=[C:24]([OH:28])[CH:23]=3)=[N:13][N:12]=2)[CH2:8][CH2:9]1)([CH3:3])[CH3:2].